From a dataset of Peptide-MHC class II binding affinity with 134,281 pairs from IEDB. Regression. Given a peptide amino acid sequence and an MHC pseudo amino acid sequence, predict their binding affinity value. This is MHC class II binding data. (1) The peptide sequence is AAKPAAAATATATAA. The MHC is DRB1_1602 with pseudo-sequence DRB1_1602. The binding affinity (normalized) is 0.0538. (2) The peptide sequence is ISSQYYIQQNGNLCY. The MHC is DRB1_0401 with pseudo-sequence DRB1_0401. The binding affinity (normalized) is 0.661. (3) The peptide sequence is IEGGSLFIVPRFHVV. The MHC is HLA-DQA10401-DQB10402 with pseudo-sequence HLA-DQA10401-DQB10402. The binding affinity (normalized) is 0.252. (4) The peptide sequence is TMAQMNQAFRNIVNM. The MHC is DRB5_0101 with pseudo-sequence DRB5_0101. The binding affinity (normalized) is 0.156. (5) The peptide sequence is LLIDVVTYLVALIPE. The MHC is DRB1_0401 with pseudo-sequence DRB1_0401. The binding affinity (normalized) is 0.382. (6) The peptide sequence is DRVVFVLWAHGFELT. The MHC is DRB1_1101 with pseudo-sequence DRB1_1101. The binding affinity (normalized) is 0.287. (7) The peptide sequence is HEALNIALIAVSIIS. The MHC is DRB1_0802 with pseudo-sequence DRB1_0802. The binding affinity (normalized) is 0.214. (8) The peptide sequence is DEAHFLDPASIAARG. The MHC is DRB1_0801 with pseudo-sequence DRB1_0801. The binding affinity (normalized) is 0.174. (9) The peptide sequence is YTTEGGTKGEAKDVI. The MHC is HLA-DPA10201-DPB10101 with pseudo-sequence HLA-DPA10201-DPB10101. The binding affinity (normalized) is 0.0650.